This data is from Forward reaction prediction with 1.9M reactions from USPTO patents (1976-2016). The task is: Predict the product of the given reaction. (1) Given the reactants [CH2:1]([O:5][C:6]1[CH:29]=[C:28]([O:30][CH2:31][CH:32]([CH3:34])[CH3:33])[CH:27]=[CH:26][C:7]=1[C:8]([C:10]1[CH:11]=[CH:12][C:13]([O:21][CH2:22][CH:23]([CH3:25])[CH3:24])=[C:14]([CH2:16][C:17]([O:19]C)=[O:18])[CH:15]=1)=[O:9])[CH:2]([CH3:4])[CH3:3].[OH-].[Na+].C(Cl)(Cl)Cl.Cl, predict the reaction product. The product is: [CH2:1]([O:5][C:6]1[CH:29]=[C:28]([O:30][CH2:31][CH:32]([CH3:34])[CH3:33])[CH:27]=[CH:26][C:7]=1[C:8]([C:10]1[CH:11]=[CH:12][C:13]([O:21][CH2:22][CH:23]([CH3:25])[CH3:24])=[C:14]([CH2:16][C:17]([OH:19])=[O:18])[CH:15]=1)=[O:9])[CH:2]([CH3:4])[CH3:3]. (2) Given the reactants Br[C:2]1[CH:7]=[CH:6][C:5]([Br:8])=[CH:4][N:3]=1.[F:9][C:10]1[CH:15]=[CH:14][C:13]([O:16][CH:17]([CH3:19])[CH3:18])=[CH:12][C:11]=1B(O)O, predict the reaction product. The product is: [Br:8][C:5]1[CH:6]=[CH:7][C:2]([C:15]2[CH:14]=[C:13]([O:16][CH:17]([CH3:18])[CH3:19])[CH:12]=[CH:11][C:10]=2[F:9])=[N:3][CH:4]=1.